From a dataset of NCI-60 drug combinations with 297,098 pairs across 59 cell lines. Regression. Given two drug SMILES strings and cell line genomic features, predict the synergy score measuring deviation from expected non-interaction effect. (1) Drug 1: CN(C)N=NC1=C(NC=N1)C(=O)N. Synergy scores: CSS=1.63, Synergy_ZIP=-3.34, Synergy_Bliss=-3.85, Synergy_Loewe=-4.42, Synergy_HSA=-3.83. Cell line: U251. Drug 2: CC(C1=C(C=CC(=C1Cl)F)Cl)OC2=C(N=CC(=C2)C3=CN(N=C3)C4CCNCC4)N. (2) Drug 1: C1=CC(=CC=C1CC(C(=O)O)N)N(CCCl)CCCl.Cl. Drug 2: CC(C)NC(=O)C1=CC=C(C=C1)CNNC.Cl. Cell line: SF-268. Synergy scores: CSS=12.9, Synergy_ZIP=-3.40, Synergy_Bliss=-0.614, Synergy_Loewe=-14.2, Synergy_HSA=-5.95. (3) Drug 1: CCCS(=O)(=O)NC1=C(C(=C(C=C1)F)C(=O)C2=CNC3=C2C=C(C=N3)C4=CC=C(C=C4)Cl)F. Drug 2: CC(C)(C#N)C1=CC(=CC(=C1)CN2C=NC=N2)C(C)(C)C#N. Cell line: OVCAR-5. Synergy scores: CSS=-1.57, Synergy_ZIP=3.28, Synergy_Bliss=2.60, Synergy_Loewe=-3.93, Synergy_HSA=-3.29. (4) Drug 2: C(CCl)NC(=O)N(CCCl)N=O. Cell line: SK-MEL-2. Drug 1: CS(=O)(=O)OCCCCOS(=O)(=O)C. Synergy scores: CSS=31.8, Synergy_ZIP=-1.53, Synergy_Bliss=-1.16, Synergy_Loewe=-10.3, Synergy_HSA=3.47.